Dataset: Catalyst prediction with 721,799 reactions and 888 catalyst types from USPTO. Task: Predict which catalyst facilitates the given reaction. (1) Reactant: C([O:8][CH2:9][CH:10]([O:19][Si:20]([C:23]([CH3:26])([CH3:25])[CH3:24])([CH3:22])[CH3:21])[CH2:11][C:12]([O:14][C:15]([CH3:18])([CH3:17])[CH3:16])=[O:13])C1C=CC=CC=1. Product: [Si:20]([O:19][CH:10]([CH2:9][OH:8])[CH2:11][C:12]([O:14][C:15]([CH3:18])([CH3:17])[CH3:16])=[O:13])([C:23]([CH3:25])([CH3:26])[CH3:24])([CH3:22])[CH3:21]. The catalyst class is: 99. (2) Reactant: C[O:2][C:3]([C:5]1[CH:6]=[C:7]([Cl:24])[CH:8]=[C:9]2[C:14]=1[NH:13][CH:12]([C:15]1[CH:20]=[CH:19][CH:18]=[C:17](Br)[CH:16]=1)[CH2:11][C:10]2([CH3:23])[CH3:22])=[O:4].[NH2:25][C:26]([CH3:31])([CH3:30])[C:27]([OH:29])=[O:28].C(=O)([O-])[O-].[K+].[K+]. Product: [C:27]([C:26]1([NH:25][C:17]2[CH:16]=[C:15]([CH:12]3[CH2:11][C:10]([CH3:22])([CH3:23])[C:9]4[C:14](=[C:5]([C:3]([OH:2])=[O:4])[CH:6]=[C:7]([Cl:24])[CH:8]=4)[NH:13]3)[CH:20]=[CH:19][CH:18]=2)[CH2:31][CH2:30]1)([OH:29])=[O:28]. The catalyst class is: 156. (3) Reactant: [NH2:1][C@@H:2]([CH3:12])[C:3]([O:5][CH2:6][CH:7]([CH2:10][CH3:11])[CH2:8][CH3:9])=[O:4].[N+:13]([C:16]1[CH:21]=[CH:20][C:19]([O:22][P:23](Cl)(=[O:34])[O:24][C:25]2[CH:30]=[CH:29][C:28]([N+:31]([O-:33])=[O:32])=[CH:27][CH:26]=2)=[CH:18][CH:17]=1)([O-:15])=[O:14].CCN(CC)CC. Product: [N+:31]([C:28]1[CH:29]=[CH:30][C:25]([O:24][P:23]([NH:1][C@@H:2]([CH3:12])[C:3]([O:5][CH2:6][CH:7]([CH2:10][CH3:11])[CH2:8][CH3:9])=[O:4])([O:22][C:19]2[CH:18]=[CH:17][C:16]([N+:13]([O-:15])=[O:14])=[CH:21][CH:20]=2)=[O:34])=[CH:26][CH:27]=1)([O-:33])=[O:32]. The catalyst class is: 2. (4) Reactant: [Cl:1][C:2]1[CH:3]=[C:4]2[C:9](=[CH:10][CH:11]=1)[C:8]1([CH2:16][CH2:15][C:14]3(OCC(C)(C)C[O:17]3)[CH2:13][CH2:12]1)[C:7](=[O:24])[C:6]([C:25]([NH:27][CH2:28][C:29]([O:31]C(C)(C)C)=[O:30])=[O:26])=[C:5]2[OH:36]. Product: [Cl:1][C:2]1[CH:3]=[C:4]2[C:9](=[CH:10][CH:11]=1)[C:8]1([CH2:16][CH2:15][C:14](=[O:17])[CH2:13][CH2:12]1)[C:7](=[O:24])[C:6]([C:25]([NH:27][CH2:28][C:29]([OH:31])=[O:30])=[O:26])=[C:5]2[OH:36]. The catalyst class is: 67. (5) Reactant: [C:1]1([C:7]2[S:11][C:10]3[CH2:12][CH2:13][CH2:14][C:9]=3[C:8]=2[C:15]([O:17]C)=[O:16])[CH:6]=[CH:5][CH:4]=[CH:3][CH:2]=1.[OH-].[Na+].Cl. Product: [C:1]1([C:7]2[S:11][C:10]3[CH2:12][CH2:13][CH2:14][C:9]=3[C:8]=2[C:15]([OH:17])=[O:16])[CH:2]=[CH:3][CH:4]=[CH:5][CH:6]=1. The catalyst class is: 14. (6) Reactant: [CH3:1][N:2]1[CH2:7][CH2:6][NH:5][CH2:4][CH2:3]1.Cl[C:9]1[N:18]2[N:19]=[C:20]([C:22]([F:25])([F:24])[F:23])[N:21]=[C:17]2[C:16]2[CH:15]=[C:14]([C:26]([F:29])([F:28])[F:27])[CH:13]=[CH:12][C:11]=2[N:10]=1. Product: [CH3:1][N:2]1[CH2:7][CH2:6][N:5]([C:9]2[N:18]3[N:19]=[C:20]([C:22]([F:23])([F:24])[F:25])[N:21]=[C:17]3[C:16]3[CH:15]=[C:14]([C:26]([F:28])([F:29])[F:27])[CH:13]=[CH:12][C:11]=3[N:10]=2)[CH2:4][CH2:3]1. The catalyst class is: 10. (7) Reactant: [CH3:1][C:2]1[CH:7]=[C:6]([CH3:8])[CH:5]=[CH:4][C:3]=1[C@@H:9]1[N:14]([C:15]([O:17][C:18]([CH3:21])([CH3:20])[CH3:19])=[O:16])[CH2:13][CH2:12][N:11]2[C:22](=[O:25])[CH2:23][CH2:24][C@@H:10]12.[Li+].C[Si]([N-][Si](C)(C)C)(C)C.CN1C(=O)N(C)[CH2:40][CH2:39][CH2:38]1.[CH2:45](Br)[CH:46]=[CH2:47]. Product: [CH2:38]([C:23]1([CH2:47][CH:46]=[CH2:45])[C:22](=[O:25])[N:11]2[CH2:12][CH2:13][N:14]([C:15]([O:17][C:18]([CH3:21])([CH3:20])[CH3:19])=[O:16])[C@@H:9]([C:3]3[CH:4]=[CH:5][C:6]([CH3:8])=[CH:7][C:2]=3[CH3:1])[C@@H:10]2[CH2:24]1)[CH:39]=[CH2:40]. The catalyst class is: 1. (8) Reactant: C1C(=O)N([Br:8])C(=O)C1.CC(N=NC(C#N)(C)C)(C#N)C.[CH:21]1([CH2:26][C:27]([C:29]2[CH:34]=[CH:33][C:32]([CH3:35])=[CH:31][CH:30]=2)=[O:28])[CH2:25][CH2:24][CH2:23][CH2:22]1. Product: [Br:8][CH2:35][C:32]1[CH:33]=[CH:34][C:29]([C:27](=[O:28])[CH2:26][CH:21]2[CH2:25][CH2:24][CH2:23][CH2:22]2)=[CH:30][CH:31]=1. The catalyst class is: 53.